The task is: Predict which catalyst facilitates the given reaction.. This data is from Catalyst prediction with 721,799 reactions and 888 catalyst types from USPTO. (1) Reactant: [CH2:1]([NH:8][C:9]([C@H:11]1[CH2:20][C:19]23[CH2:21][CH2:22][C@:12]1([OH:36])[CH:13]1[O:30][C:28]4=[C:29]5[C@@:14]12[CH2:15][CH2:16][N:17]([CH2:32][CH:33]1[CH2:35][CH2:34]1)[C@@H:18]3[CH2:23][C:24]5=[CH:25][CH:26]=[C:27]4[OH:31])=[O:10])[C:2]1[CH:7]=[CH:6][CH:5]=[CH:4][CH:3]=1.Cl[C:38]1[N:42]([C:43]2[CH:48]=[CH:47][CH:46]=[CH:45][CH:44]=2)[N:41]=[N:40][N:39]=1.C(=O)([O-])[O-].[K+].[K+]. Product: [CH2:1]([NH:8][C:9]([C@H:11]1[CH2:20][C:19]23[CH2:21][CH2:22][C@:12]1([OH:36])[CH:13]1[O:30][C:28]4=[C:29]5[C@@:14]12[CH2:15][CH2:16][N:17]([CH2:32][CH:33]1[CH2:34][CH2:35]1)[C@@H:18]3[CH2:23][C:24]5=[CH:25][CH:26]=[C:27]4[O:31][C:38]1[N:42]([C:43]2[CH:48]=[CH:47][CH:46]=[CH:45][CH:44]=2)[N:41]=[N:40][N:39]=1)=[O:10])[C:2]1[CH:7]=[CH:6][CH:5]=[CH:4][CH:3]=1. The catalyst class is: 39. (2) Reactant: [NH2:1][C:2]1[CH:3]=[C:4]2[O:11][CH2:10][CH:9]([NH:12][C:13](=[O:16])[CH2:14][CH3:15])[CH2:8][C:5]2=[N:6][CH:7]=1.[CH:17]([C:20]1[CH:25]=[CH:24][C:23]([S:26](Cl)(=[O:28])=[O:27])=[CH:22][CH:21]=1)([CH3:19])[CH3:18]. Product: [CH:17]([C:20]1[CH:25]=[CH:24][C:23]([S:26]([NH:1][C:2]2[CH:3]=[C:4]3[O:11][CH2:10][CH:9]([NH:12][C:13](=[O:16])[CH2:14][CH3:15])[CH2:8][C:5]3=[N:6][CH:7]=2)(=[O:28])=[O:27])=[CH:22][CH:21]=1)([CH3:19])[CH3:18]. The catalyst class is: 202. (3) Reactant: CCN(C(C)C)C(C)C.[NH2:10][N:11]1[CH:15]=[CH:14][C:13]([Br:16])=[C:12]1[C:17]([NH:19][C:20]1[CH:25]=[CH:24][CH:23]=[CH:22][CH:21]=1)=[O:18].[CH2:26]([O:33][C:34]([NH:36][CH2:37][C:38](O)=[O:39])=[O:35])[C:27]1[CH:32]=[CH:31][CH:30]=[CH:29][CH:28]=1.C(P1(=O)OP(CCC)(=O)OP(CCC)(=O)O1)CC. Product: [Br:16][C:13]1[CH:14]=[CH:15][N:11]([NH:10][C:38](=[O:39])[CH2:37][NH:36][C:34](=[O:35])[O:33][CH2:26][C:27]2[CH:32]=[CH:31][CH:30]=[CH:29][CH:28]=2)[C:12]=1[C:17](=[O:18])[NH:19][C:20]1[CH:21]=[CH:22][CH:23]=[CH:24][CH:25]=1. The catalyst class is: 13. (4) Reactant: [O:1]1[C:5]2([CH2:10][CH2:9][C:8](=[O:11])[CH2:7][CH2:6]2)[O:4][CH2:3][CH2:2]1.[H-].[H-].[H-].[H-].[Li+].[Al+3]. The catalyst class is: 1. Product: [O:1]1[C:5]2([CH2:10][CH2:9][CH:8]([OH:11])[CH2:7][CH2:6]2)[O:4][CH2:3][CH2:2]1. (5) Reactant: [H-].[Na+].[CH3:3][C:4]1[NH:8][C:7]2[S:9][CH:10]=[CH:11][C:6]=2[C:5]=1[CH2:12][C:13]([O:15][CH3:16])=[O:14].Cl[CH2:18][C:19]1[CH:24]=[CH:23][C:22]([S:25]([CH3:28])(=[O:27])=[O:26])=[CH:21][CH:20]=1.[I-].[Na+]. Product: [CH3:3][C:4]1[N:8]([CH2:18][C:19]2[CH:20]=[CH:21][C:22]([S:25]([CH3:28])(=[O:27])=[O:26])=[CH:23][CH:24]=2)[C:7]2[S:9][CH:10]=[CH:11][C:6]=2[C:5]=1[CH2:12][C:13]([O:15][CH3:16])=[O:14]. The catalyst class is: 31. (6) Reactant: Br[CH2:2][C:3]1[C:8]([CH3:9])=[C:7]([CH2:10]Br)[C:6]([CH3:12])=[C:5]([CH2:13]Br)[C:4]=1[CH3:15].[NH2:16][C:17]1[CH:22]=[CH:21][CH:20]=[C:19]([NH2:23])[N:18]=1.C([O-])([O-])=O.[K+].[K+]. Product: [NH2:23][C:19]1[N:18]=[C:17]([NH:16][CH2:2][C:3]2[C:8]([CH3:9])=[C:7]([CH2:10][NH:16][C:17]3[CH:22]=[CH:21][CH:20]=[C:19]([NH2:23])[N:18]=3)[C:6]([CH3:12])=[C:5]([CH2:13][NH:16][C:17]3[CH:22]=[CH:21][CH:20]=[C:19]([NH2:23])[N:18]=3)[C:4]=2[CH3:15])[CH:22]=[CH:21][CH:20]=1. The catalyst class is: 23.